This data is from Forward reaction prediction with 1.9M reactions from USPTO patents (1976-2016). The task is: Predict the product of the given reaction. Given the reactants [CH3:1][C:2]1[CH:7]=[CH:6][C:5]([N+:8]([O-:10])=[O:9])=[CH:4][C:3]=1[OH:11].Br[CH:13]1[CH2:17][CH2:16][CH2:15][CH2:14]1.C([O-])([O-])=O.[K+].[K+], predict the reaction product. The product is: [CH:13]1([O:11][C:3]2[CH:4]=[C:5]([N+:8]([O-:10])=[O:9])[CH:6]=[CH:7][C:2]=2[CH3:1])[CH2:17][CH2:16][CH2:15][CH2:14]1.